This data is from Catalyst prediction with 721,799 reactions and 888 catalyst types from USPTO. The task is: Predict which catalyst facilitates the given reaction. (1) Reactant: O.[C:2]([O:7]C(OC([NH:13][CH2:14][C:15]1([CH2:21][C:22]([OH:24])=[O:23])[CH2:20][CH2:19][CH2:18][CH2:17][CH2:16]1)=O)C)(=[O:6])[CH:3](C)C. Product: [CH:2](=[O:6])[CH3:3].[C:2](=[O:7])=[O:6].[CH2:18]1[CH2:17][CH2:16][C:15]([CH2:14][NH2:13])([CH2:21][C:22]([OH:24])=[O:23])[CH2:20][CH2:19]1. The catalyst class is: 619. (2) Reactant: [C:1](=[NH:21])([O:3][CH2:4][CH2:5][C:6]1[CH:11]=[CH:10][C:9]([O:12][C:13]2[CH:18]=[CH:17][C:16]([CH3:19])=[C:15]([F:20])[CH:14]=2)=[CH:8][CH:7]=1)[NH2:2].[CH:22]([CH:24]([CH2:29][C:30]1[CH:31]=[N:32][CH:33]=[N:34][CH:35]=1)[C:25](OC)=O)=[O:23].C([O-])([O-])=O.[K+].[K+]. Product: [F:20][C:15]1[CH:14]=[C:13]([O:12][C:9]2[CH:8]=[CH:7][C:6]([CH2:5][CH2:4][O:3][C:1]3[NH:2][CH:25]=[C:24]([CH2:29][C:30]4[CH:35]=[N:34][CH:33]=[N:32][CH:31]=4)[C:22](=[O:23])[N:21]=3)=[CH:11][CH:10]=2)[CH:18]=[CH:17][C:16]=1[CH3:19]. The catalyst class is: 37. (3) Reactant: [F:1][C:2]1[CH:15]=[CH:14][C:5]([CH2:6][N:7]2[CH2:12][CH2:11][NH:10][C@H:9]([CH3:13])[CH2:8]2)=[CH:4][CH:3]=1.C(N(CC)CC)C.[Cl:23][CH2:24][C:25](Cl)=[O:26]. Product: [Cl:23][CH2:24][C:25]([N:10]1[CH2:11][CH2:12][N:7]([CH2:6][C:5]2[CH:14]=[CH:15][C:2]([F:1])=[CH:3][CH:4]=2)[CH2:8][C@H:9]1[CH3:13])=[O:26]. The catalyst class is: 4. (4) Reactant: C(OC([NH:8][C:9]1[CH:14]=[CH:13][CH:12]=[CH:11][C:10]=1[NH:15][C:16](/[CH:18]=[CH:19]/[C:20]1[CH:25]=[CH:24][C:23]([CH:26]([CH2:30][CH2:31][CH:32]2[CH2:36][CH2:35][CH2:34][N:33]2[CH3:37])[C:27]([OH:29])=O)=[CH:22][CH:21]=1)=[O:17])=O)(C)(C)C.CCN(CC)CC.CN(C(ON1N=NC2C=CC=NC1=2)=[N+](C)C)C.F[P-](F)(F)(F)(F)F.[Br:69][C:70]1[CH:75]=[CH:74][C:73]([NH2:76])=[CH:72][CH:71]=1.Cl.CO.C([O-])(O)=O.[Na+]. Product: [NH2:8][C:9]1[CH:14]=[CH:13][CH:12]=[CH:11][C:10]=1[NH:15][C:16](/[CH:18]=[CH:19]/[C:20]1[CH:25]=[CH:24][C:23]([CH:26]([CH2:30][CH2:31][CH:32]2[CH2:36][CH2:35][CH2:34][N:33]2[CH3:37])[C:27]([NH:76][C:73]2[CH:74]=[CH:75][C:70]([Br:69])=[CH:71][CH:72]=2)=[O:29])=[CH:22][CH:21]=1)=[O:17]. The catalyst class is: 2. (5) Reactant: Br[C:2]1[CH:7]=[C:6]([N+:8]([O-:10])=[O:9])[CH:5]=[C:4]([O:11][CH3:12])[CH:3]=1.[CH3:13][C@H:14]1[CH2:18][CH2:17][CH2:16][NH:15]1.C1C=CC(P(C2C(C3C(P(C4C=CC=CC=4)C4C=CC=CC=4)=CC=C4C=3C=CC=C4)=C3C(C=CC=C3)=CC=2)C2C=CC=CC=2)=CC=1.C([O-])([O-])=O.[Cs+].[Cs+]. Product: [CH3:12][O:11][C:4]1[CH:3]=[C:2]([N:15]2[CH2:16][CH2:17][CH2:18][C@@H:14]2[CH3:13])[CH:7]=[C:6]([N+:8]([O-:10])=[O:9])[CH:5]=1. The catalyst class is: 102. (6) Reactant: [C:1]([NH:5][S:6]([C:9]1[CH:14]=[CH:13][C:12]([O:15][C:16]([F:19])([F:18])[F:17])=[CH:11][C:10]=1[C:20]1[CH:25]=[CH:24][C:23]([CH3:26])=[CH:22][N:21]=1)(=[O:8])=[O:7])([CH3:4])([CH3:3])[CH3:2].[Br:27]N1C(=O)CCC1=O. Product: [Br:27][CH2:26][C:23]1[CH:24]=[CH:25][C:20]([C:10]2[CH:11]=[C:12]([O:15][C:16]([F:17])([F:18])[F:19])[CH:13]=[CH:14][C:9]=2[S:6]([NH:5][C:1]([CH3:4])([CH3:3])[CH3:2])(=[O:8])=[O:7])=[N:21][CH:22]=1. The catalyst class is: 34. (7) Reactant: C(S[C:4]1[O:5][C:6]2[C:11]([C:12](=[O:14])[CH:13]=1)=[CH:10][CH:9]=[C:8]1[CH:15]=[CH:16][CH:17]=[CH:18][C:7]=21)C.[NH:19]1[CH2:24][CH2:23][NH:22][CH2:21][CH2:20]1. Product: [N:19]1([C:4]2[O:5][C:6]3[C:11]([C:12](=[O:14])[CH:13]=2)=[CH:10][CH:9]=[C:8]2[CH:15]=[CH:16][CH:17]=[CH:18][C:7]=32)[CH2:24][CH2:23][NH:22][CH2:21][CH2:20]1. The catalyst class is: 5. (8) Reactant: [F:1][C:2]([F:12])([F:11])[O:3][C:4]1[CH:9]=[CH:8][C:7]([OH:10])=[CH:6][CH:5]=1.C(=O)([O-])[O-].[K+].[K+].Br[CH:20]([CH2:26][CH3:27])[C:21]([O:23][CH2:24][CH3:25])=[O:22].C(OCC)(=O)C. Product: [F:1][C:2]([F:11])([F:12])[O:3][C:4]1[CH:5]=[CH:6][C:7]([O:10][CH:20]([CH2:26][CH3:27])[C:21]([O:23][CH2:24][CH3:25])=[O:22])=[CH:8][CH:9]=1. The catalyst class is: 35. (9) Reactant: Cl.[Cl:2][CH2:3][CH2:4][CH2:5][CH:6]([C:18]1[C:23]([F:24])=[CH:22][C:21]([F:25])=[CH:20][C:19]=1[F:26])[C:7]([NH:9][NH:10]C(OC(C)(C)C)=O)=[O:8]. Product: [ClH:2].[Cl:2][CH2:3][CH2:4][CH2:5][CH:6]([C:18]1[C:19]([F:26])=[CH:20][C:21]([F:25])=[CH:22][C:23]=1[F:24])[C:7]([NH:9][NH2:10])=[O:8]. The catalyst class is: 342.